From a dataset of Reaction yield outcomes from USPTO patents with 853,638 reactions. Predict the reaction yield, written as a fraction of the theoretical maximum amount of product (1.0 means a 100% yield; for example, 0.34 means a 34% yield). (1) The reactants are CN(C(ON1N=[N:16][C:11]2[CH:12]=CC=N[C:10]1=2)=[N+](C)C)C.F[P-](F)(F)(F)(F)F.[F:25][C:26]1[CH:27]=[C:28]([C:33]([N:35]2[CH2:48][C:47]([CH3:50])([CH3:49])[C:46]3[C:45]4[CH:44]=[CH:43][CH:42]=[CH:41][C:40]=4[NH:39][C:38]=3[CH:37]([C:51]([OH:53])=O)[CH2:36]2)=[O:34])[CH:29]=[CH:30][C:31]=1[F:32].C(N)(C)C.CN(C=O)C. The catalyst is C(Cl)Cl. The product is [F:25][C:26]1[CH:27]=[C:28]([C:33]([N:35]2[CH2:48][C:47]([CH3:49])([CH3:50])[C:46]3[C:45]4[CH:44]=[CH:43][CH:42]=[CH:41][C:40]=4[NH:39][C:38]=3[CH:37]([C:51]([NH:16][CH:11]([CH3:12])[CH3:10])=[O:53])[CH2:36]2)=[O:34])[CH:29]=[CH:30][C:31]=1[F:32]. The yield is 0.160. (2) The reactants are Cl[C:2]1[C:7]([Cl:8])=[CH:6][C:5]([N+:9]([O-:11])=[O:10])=[C:4]([Cl:12])[N:3]=1.CCN(C(C)C)C(C)C.[CH:22]([O:25][C:26]1[NH:30][N:29]=[C:28]([NH2:31])[CH:27]=1)([CH3:24])[CH3:23]. The catalyst is C1COCC1. The product is [Cl:8][C:7]1[C:2]([NH:31][C:28]2[CH:27]=[C:26]([O:25][CH:22]([CH3:24])[CH3:23])[NH:30][N:29]=2)=[N:3][C:4]([Cl:12])=[C:5]([N+:9]([O-:11])=[O:10])[CH:6]=1. The yield is 0.180. (3) The reactants are [CH2:1]([C:8]1[O:9][C:10]([CH3:41])=[C:11]([CH3:40])[C:12]=1[C:13]([C:15]1[CH:34]=[CH:33][C:18]([O:19][S:20]([C:23]2[CH:31]=[CH:30][C:26]([C:27]([OH:29])=[O:28])=[C:25]([OH:32])[CH:24]=2)(=[O:22])=[O:21])=[C:17]([CH:35]2[CH2:39][CH2:38][CH2:37][CH2:36]2)[CH:16]=1)=[O:14])[C:2]1[CH:7]=[CH:6][CH:5]=[CH:4][CH:3]=1.[C:42](OC(=O)C)(=[O:44])[CH3:43].[I-].[Mg+2].[I-]. The catalyst is CCOCC. The product is [C:42]([O:32][C:25]1[CH:24]=[C:23]([S:20]([O:19][C:18]2[CH:33]=[CH:34][C:15]([C:13]([C:12]3[C:11]([CH3:40])=[C:10]([CH3:41])[O:9][C:8]=3[CH2:1][C:2]3[CH:7]=[CH:6][CH:5]=[CH:4][CH:3]=3)=[O:14])=[CH:16][C:17]=2[CH:35]2[CH2:39][CH2:38][CH2:37][CH2:36]2)(=[O:22])=[O:21])[CH:31]=[CH:30][C:26]=1[C:27]([OH:29])=[O:28])(=[O:44])[CH3:43]. The yield is 0.800.